This data is from Full USPTO retrosynthesis dataset with 1.9M reactions from patents (1976-2016). The task is: Predict the reactants needed to synthesize the given product. Given the product [CH3:19][CH:20]1[CH2:24][CH2:23][CH2:22][N:21]1[CH2:1][C:3]1[CH:8]=[CH:7][C:6]([CH2:9][CH2:10][NH:11][C:12](=[O:18])[O:13][C:14]([CH3:17])([CH3:16])[CH3:15])=[CH:5][CH:4]=1, predict the reactants needed to synthesize it. The reactants are: [CH:1]([C:3]1[CH:8]=[CH:7][C:6]([CH2:9][CH2:10][NH:11][C:12](=[O:18])[O:13][C:14]([CH3:17])([CH3:16])[CH3:15])=[CH:5][CH:4]=1)=O.[CH3:19][CH:20]1[CH2:24][CH2:23][CH2:22][NH:21]1.C(O)(=O)C.C(O[BH-](OC(=O)C)OC(=O)C)(=O)C.[Na+].C(=O)([O-])O.[Na+].